Regression. Given two drug SMILES strings and cell line genomic features, predict the synergy score measuring deviation from expected non-interaction effect. From a dataset of NCI-60 drug combinations with 297,098 pairs across 59 cell lines. (1) Drug 1: C1=CC=C(C=C1)NC(=O)CCCCCCC(=O)NO. Drug 2: CC(C)CN1C=NC2=C1C3=CC=CC=C3N=C2N. Cell line: SK-MEL-5. Synergy scores: CSS=24.6, Synergy_ZIP=-6.00, Synergy_Bliss=2.20, Synergy_Loewe=-2.72, Synergy_HSA=-2.43. (2) Drug 1: COC1=CC(=CC(=C1O)OC)C2C3C(COC3=O)C(C4=CC5=C(C=C24)OCO5)OC6C(C(C7C(O6)COC(O7)C8=CC=CS8)O)O. Drug 2: CC1CCC2CC(C(=CC=CC=CC(CC(C(=O)C(C(C(=CC(C(=O)CC(OC(=O)C3CCCCN3C(=O)C(=O)C1(O2)O)C(C)CC4CCC(C(C4)OC)OCCO)C)C)O)OC)C)C)C)OC. Cell line: UACC-257. Synergy scores: CSS=7.17, Synergy_ZIP=-1.30, Synergy_Bliss=-2.56, Synergy_Loewe=-6.90, Synergy_HSA=-6.94. (3) Drug 1: COC1=C(C=C2C(=C1)N=CN=C2NC3=CC(=C(C=C3)F)Cl)OCCCN4CCOCC4. Drug 2: C1=NC(=NC(=O)N1C2C(C(C(O2)CO)O)O)N. Cell line: HS 578T. Synergy scores: CSS=11.7, Synergy_ZIP=-3.89, Synergy_Bliss=0.496, Synergy_Loewe=-0.327, Synergy_HSA=0.568. (4) Drug 1: CC1=C2C(C(=O)C3(C(CC4C(C3C(C(C2(C)C)(CC1OC(=O)C(C(C5=CC=CC=C5)NC(=O)OC(C)(C)C)O)O)OC(=O)C6=CC=CC=C6)(CO4)OC(=O)C)OC)C)OC. Drug 2: CC(C1=C(C=CC(=C1Cl)F)Cl)OC2=C(N=CC(=C2)C3=CN(N=C3)C4CCNCC4)N. Cell line: HS 578T. Synergy scores: CSS=44.4, Synergy_ZIP=0.820, Synergy_Bliss=-2.35, Synergy_Loewe=-37.1, Synergy_HSA=-4.91.